Dataset: NCI-60 drug combinations with 297,098 pairs across 59 cell lines. Task: Regression. Given two drug SMILES strings and cell line genomic features, predict the synergy score measuring deviation from expected non-interaction effect. (1) Drug 1: CC1CCC2CC(C(=CC=CC=CC(CC(C(=O)C(C(C(=CC(C(=O)CC(OC(=O)C3CCCCN3C(=O)C(=O)C1(O2)O)C(C)CC4CCC(C(C4)OC)OCCO)C)C)O)OC)C)C)C)OC. Drug 2: C(=O)(N)NO. Cell line: OVCAR3. Synergy scores: CSS=8.80, Synergy_ZIP=-2.70, Synergy_Bliss=4.39, Synergy_Loewe=-14.6, Synergy_HSA=-0.150. (2) Drug 1: CC1=C(C(CCC1)(C)C)C=CC(=CC=CC(=CC(=O)O)C)C. Drug 2: C1=NNC2=C1C(=O)NC=N2. Cell line: MDA-MB-435. Synergy scores: CSS=2.53, Synergy_ZIP=-0.181, Synergy_Bliss=0.615, Synergy_Loewe=1.10, Synergy_HSA=-0.207. (3) Drug 1: CC1CCCC2(C(O2)CC(NC(=O)CC(C(C(=O)C(C1O)C)(C)C)O)C(=CC3=CSC(=N3)C)C)C. Drug 2: CC1C(C(CC(O1)OC2CC(CC3=C2C(=C4C(=C3O)C(=O)C5=CC=CC=C5C4=O)O)(C(=O)C)O)N)O. Cell line: SN12C. Synergy scores: CSS=41.7, Synergy_ZIP=-0.911, Synergy_Bliss=-1.48, Synergy_Loewe=1.41, Synergy_HSA=1.49. (4) Drug 2: CCCCCOC(=O)NC1=NC(=O)N(C=C1F)C2C(C(C(O2)C)O)O. Synergy scores: CSS=0.202, Synergy_ZIP=3.06, Synergy_Bliss=5.87, Synergy_Loewe=-0.542, Synergy_HSA=0.215. Drug 1: CN(C)C1=NC(=NC(=N1)N(C)C)N(C)C. Cell line: HOP-62. (5) Drug 1: CC1C(C(CC(O1)OC2CC(CC3=C2C(=C4C(=C3O)C(=O)C5=C(C4=O)C(=CC=C5)OC)O)(C(=O)CO)O)N)O.Cl. Cell line: RXF 393. Synergy scores: CSS=28.5, Synergy_ZIP=-1.68, Synergy_Bliss=0.195, Synergy_Loewe=-2.71, Synergy_HSA=1.96. Drug 2: CN(CC1=CN=C2C(=N1)C(=NC(=N2)N)N)C3=CC=C(C=C3)C(=O)NC(CCC(=O)O)C(=O)O. (6) Drug 1: CCC1=CC2CC(C3=C(CN(C2)C1)C4=CC=CC=C4N3)(C5=C(C=C6C(=C5)C78CCN9C7C(C=CC9)(C(C(C8N6C)(C(=O)OC)O)OC(=O)C)CC)OC)C(=O)OC.C(C(C(=O)O)O)(C(=O)O)O. Drug 2: COC1=NC(=NC2=C1N=CN2C3C(C(C(O3)CO)O)O)N. Cell line: NCI-H522. Synergy scores: CSS=57.7, Synergy_ZIP=0.302, Synergy_Bliss=1.03, Synergy_Loewe=-28.5, Synergy_HSA=2.61.